Task: Predict the product of the given reaction.. Dataset: Forward reaction prediction with 1.9M reactions from USPTO patents (1976-2016) (1) Given the reactants [N:1]([C:4]1[C:5]2[NH:12][CH:11]=[C:10]([C@H:13]3[C@H:17]([O:18][C:19](=[O:32])[C@@H:20]([NH:24][C:25]([O:27][C:28]([CH3:31])([CH3:30])[CH3:29])=[O:26])[CH:21]([CH3:23])[CH3:22])[C@H:16]([OH:33])[C@@H:15]([CH2:34][O:35][C:36]([C:49]4[CH:54]=[CH:53][CH:52]=[CH:51][CH:50]=4)([C:43]4[CH:48]=[CH:47][CH:46]=[CH:45][CH:44]=4)[C:37]4[CH:42]=[CH:41][CH:40]=[CH:39][CH:38]=4)[N:14]3[C:55]([O:57][C:58]([CH3:61])([CH3:60])[CH3:59])=[O:56])[C:6]=2[N:7]=[CH:8][N:9]=1)=[N+]=[N-], predict the reaction product. The product is: [NH2:1][C:4]1[C:5]2[NH:12][CH:11]=[C:10]([C@H:13]3[C@H:17]([O:18][C:19](=[O:32])[C@@H:20]([NH:24][C:25]([O:27][C:28]([CH3:31])([CH3:29])[CH3:30])=[O:26])[CH:21]([CH3:23])[CH3:22])[C@H:16]([OH:33])[C@@H:15]([CH2:34][O:35][C:36]([C:43]4[CH:44]=[CH:45][CH:46]=[CH:47][CH:48]=4)([C:37]4[CH:42]=[CH:41][CH:40]=[CH:39][CH:38]=4)[C:49]4[CH:54]=[CH:53][CH:52]=[CH:51][CH:50]=4)[N:14]3[C:55]([O:57][C:58]([CH3:59])([CH3:60])[CH3:61])=[O:56])[C:6]=2[N:7]=[CH:8][N:9]=1.[NH2:1][C:4]1[C:5]2[NH:12][CH:11]=[C:10]([C@H:13]3[C@H:17]([OH:18])[C@H:16]([O:33][C:19](=[O:18])[C@@H:20]([NH:24][C:25]([O:27][C:28]([CH3:29])([CH3:31])[CH3:30])=[O:26])[CH:21]([CH3:23])[CH3:22])[C@@H:15]([CH2:34][O:35][C:36]([C:43]4[CH:48]=[CH:47][CH:46]=[CH:45][CH:44]=4)([C:49]4[CH:50]=[CH:51][CH:52]=[CH:53][CH:54]=4)[C:37]4[CH:42]=[CH:41][CH:40]=[CH:39][CH:38]=4)[N:14]3[C:55]([O:57][C:58]([CH3:59])([CH3:60])[CH3:61])=[O:56])[C:6]=2[N:7]=[CH:8][N:9]=1. (2) Given the reactants C(Cl)(=O)C1C(=CC=CC=1)C(Cl)=O.C1(=O)OC(=O)C2=CC=CC=C12.[CH2:24]([N:28]([CH2:32][CH2:33][CH2:34][CH3:35])[C:29](Cl)=[O:30])[CH2:25][CH2:26][CH3:27], predict the reaction product. The product is: [CH2:24]([N:28]([CH2:32][CH2:33][CH2:34][CH3:35])[CH:29]=[O:30])[CH2:25][CH2:26][CH3:27]. (3) Given the reactants C[Si](C)(C)[C:3]1[S:7][C:6]([S:8]([NH2:11])(=[O:10])=[O:9])=[CH:5][C:4]=1[O:12][CH3:13].[F-].C([N+](CCCC)(CCCC)CCCC)CCC, predict the reaction product. The product is: [CH3:13][O:12][C:4]1[CH:5]=[C:6]([S:8]([NH2:11])(=[O:10])=[O:9])[S:7][CH:3]=1. (4) Given the reactants [Cl:1][C:2]1[CH:10]=[CH:9][C:5]([C:6]([OH:8])=[O:7])=[CH:4][N:3]=1.[CH3:11][Si](C=[N+]=[N-])(C)C, predict the reaction product. The product is: [Cl:1][C:2]1[CH:10]=[CH:9][C:5]([C:6]([O:8][CH3:11])=[O:7])=[CH:4][N:3]=1. (5) Given the reactants Cl.Cl.[NH:3]1[CH2:7][CH2:6][CH2:5][C@@H:4]1[CH2:8][O:9][C:10]1[C:11]([C:16]([NH2:18])=[O:17])=[N:12][CH:13]=[CH:14][CH:15]=1.[NH:19]1[C:27]2[C:22](=[CH:23][CH:24]=[CH:25][CH:26]=2)[CH:21]=[C:20]1[C:28](O)=[O:29].C(N(CC)CC)C.F[P-](F)(F)(F)(F)F.C[N+](C)=C(N(C)C)ON1C2C=CC=CC=2N=N1, predict the reaction product. The product is: [NH:19]1[C:27]2[C:22](=[CH:23][CH:24]=[CH:25][CH:26]=2)[CH:21]=[C:20]1[C:28]([N:3]1[CH2:7][CH2:6][CH2:5][C@@H:4]1[CH2:8][O:9][C:10]1[C:11]([C:16]([NH2:18])=[O:17])=[N:12][CH:13]=[CH:14][CH:15]=1)=[O:29]. (6) Given the reactants C(OC(=O)[NH:7][CH:8]1[CH2:13][CH2:12][N:11]([C:14]2[N:15]([CH3:31])[C:16](=[O:30])[C:17]([Cl:29])=[C:18]([C:20]3[CH:25]=[CH:24][C:23]([C:26]#[N:27])=[C:22]([F:28])[CH:21]=3)[N:19]=2)[CH2:10][CH2:9]1)(C)(C)C.Cl, predict the reaction product. The product is: [NH2:7][CH:8]1[CH2:13][CH2:12][N:11]([C:14]2[N:15]([CH3:31])[C:16](=[O:30])[C:17]([Cl:29])=[C:18]([C:20]3[CH:25]=[CH:24][C:23]([C:26]#[N:27])=[C:22]([F:28])[CH:21]=3)[N:19]=2)[CH2:10][CH2:9]1. (7) The product is: [CH2:1]([N:8]1[CH2:17][CH2:16][C:15]2[N:14]=[C:13]([O:22][C:20]([CH3:23])([CH3:21])[CH3:19])[CH:12]=[CH:11][C:10]=2[CH2:9]1)[C:2]1[CH:7]=[CH:6][CH:5]=[CH:4][CH:3]=1. Given the reactants [CH2:1]([N:8]1[CH2:17][CH2:16][C:15]2[N:14]=[C:13](Cl)[CH:12]=[CH:11][C:10]=2[CH2:9]1)[C:2]1[CH:7]=[CH:6][CH:5]=[CH:4][CH:3]=1.[CH3:19][C:20]([CH3:23])([O-:22])[CH3:21].[Na+].C1(C)C=CC=CC=1, predict the reaction product.